Dataset: Peptide-MHC class I binding affinity with 185,985 pairs from IEDB/IMGT. Task: Regression. Given a peptide amino acid sequence and an MHC pseudo amino acid sequence, predict their binding affinity value. This is MHC class I binding data. (1) The peptide sequence is GLNKIVRMY. The MHC is HLA-B35:01 with pseudo-sequence HLA-B35:01. The binding affinity (normalized) is 0. (2) The peptide sequence is CQLMYALEPR. The MHC is HLA-A03:01 with pseudo-sequence HLA-A03:01. The binding affinity (normalized) is 0.625. (3) The peptide sequence is YGLGSTPLY. The MHC is HLA-A69:01 with pseudo-sequence HLA-A69:01. The binding affinity (normalized) is 0.0847. (4) The MHC is Mamu-B17 with pseudo-sequence Mamu-B17. The peptide sequence is FCATKNRDTW. The binding affinity (normalized) is 0.183.